From a dataset of hERG potassium channel inhibition data for cardiac toxicity prediction from Karim et al.. Regression/Classification. Given a drug SMILES string, predict its toxicity properties. Task type varies by dataset: regression for continuous values (e.g., LD50, hERG inhibition percentage) or binary classification for toxic/non-toxic outcomes (e.g., AMES mutagenicity, cardiotoxicity, hepatotoxicity). Dataset: herg_karim. (1) The compound is CN(C(=O)Cc1ccc(CNS(C)(=O)=O)cc1)[C@@H](CN1CC[C@@H](O)C1)c1ccccc1. The result is 1 (blocker). (2) The compound is CSc1nc(N2C[C@H]3[C@@H](C2)[C@@H]3C(=O)O)ccc1C(=O)NC12CC3CC(CC(C3)C1)C2. The result is 0 (non-blocker). (3) The compound is Cc1ccc(OC(=O)N(CC(=O)O)Cc2cccc(OCc3nc(-c4cccc(Cl)c4)oc3C)c2)cc1. The result is 1 (blocker). (4) The drug is COc1ccc2ncc(C#N)c(CCN3CCC(NCc4cc5c(cn4)OCCO5)CC3)c2n1. The result is 1 (blocker). (5) The compound is CCOC(=O)[C@@H]1CCCN(CCCC(C)(C)S(=O)(=O)c2ccccc2)C1. The result is 1 (blocker).